This data is from Reaction yield outcomes from USPTO patents with 853,638 reactions. The task is: Predict the reaction yield, written as a fraction of the theoretical maximum amount of product (1.0 means a 100% yield; for example, 0.34 means a 34% yield). (1) The reactants are [NH2:1][S:2]([N:5]([CH2:13][C@@H:14]1[CH2:18][C@@H:17]([O:19][C:20]2[CH:25]=[C:24]([NH:26][C@@H:27]3[C:35]4[C:30](=[CH:31][CH:32]=[CH:33][CH:34]=4)[CH2:29][C@@H:28]3[O:36][CH3:37])[N:23]=[CH:22][N:21]=2)[CH2:16][C@@H:15]1[OH:38])C(=O)OC(C)(C)C)(=[O:4])=[O:3].FC(F)(F)C(O)=O. The catalyst is C(Cl)Cl.C1(C)C=CC=CC=1. The product is [OH:38][C@H:15]1[CH2:16][C@H:17]([O:19][C:20]2[CH:25]=[C:24]([NH:26][C@@H:27]3[C:35]4[C:30](=[CH:31][CH:32]=[CH:33][CH:34]=4)[CH2:29][C@@H:28]3[O:36][CH3:37])[N:23]=[CH:22][N:21]=2)[CH2:18][C@H:14]1[CH2:13][NH:5][S:2]([NH2:1])(=[O:4])=[O:3]. The yield is 0.840. (2) The reactants are [CH2:1]([N:8]([CH2:15][C:16]1[C:21](Cl)=[N:20][C:19]([N:23]([CH3:27])[CH2:24][CH2:25][CH3:26])=[CH:18][N:17]=1)[CH2:9][C@@H:10]([OH:14])[CH2:11][O:12][CH3:13])[C:2]1[CH:7]=[CH:6][CH:5]=[CH:4][CH:3]=1.CC(C)([O-])C.[K+].O. The catalyst is CN(C=O)C. The product is [CH2:1]([N:8]1[CH2:15][C:16]2[N:17]=[CH:18][C:19]([N:23]([CH3:27])[CH2:24][CH2:25][CH3:26])=[N:20][C:21]=2[O:14][C@@H:10]([CH2:11][O:12][CH3:13])[CH2:9]1)[C:2]1[CH:7]=[CH:6][CH:5]=[CH:4][CH:3]=1. The yield is 0.900. (3) The reactants are [Cl:1][C:2]1[C:26]2[O:25][C:9]3[C:10](=[O:24])[N:11]([C@@H:13]([CH2:17][CH:18]4[CH2:23][CH2:22][CH2:21][CH2:20][CH2:19]4)[C:14](O)=[O:15])[CH2:12][C:8]=3[CH2:7][C:6]=2[CH:5]=[CH:4][CH:3]=1.[NH2:27][C:28]1[S:29][CH:30]=[CH:31][N:32]=1.ON1C2C=CC=CC=2N=N1. The catalyst is C(Cl)Cl.O. The product is [Cl:1][C:2]1[C:26]2[O:25][C:9]3[C:10](=[O:24])[N:11]([C@@H:13]([CH2:17][CH:18]4[CH2:23][CH2:22][CH2:21][CH2:20][CH2:19]4)[C:14]([NH:27][C:28]4[S:29][CH:30]=[CH:31][N:32]=4)=[O:15])[CH2:12][C:8]=3[CH2:7][C:6]=2[CH:5]=[CH:4][CH:3]=1. The yield is 0.852. (4) The reactants are [C:1]([O:5][C:6](=[O:36])[NH:7][C:8]1([C:12]2[CH:17]=[CH:16][C:15]([C:18]3[C:27](=[O:28])[C:26]4[C:21](=[CH:22]C=[C:24](F)[CH:25]=4)[O:20][C:19]=3[C:30]3[CH:35]=[CH:34][CH:33]=[CH:32][CH:31]=3)=[CH:14][CH:13]=2)[CH2:11][CH2:10][CH2:9]1)([CH3:4])([CH3:3])[CH3:2].IC1C(=O)C2C=C[N:43]3[C:56](=[O:57])[N:55]([CH3:58])[N:54]=C3C=2OC=1C1C=CC=CC=1. No catalyst specified. The product is [C:1]([O:5][C:6](=[O:36])[NH:7][C:8]1([C:12]2[CH:17]=[CH:16][C:15]([C:18]3[C:27](=[O:28])[C:26]4[CH:25]=[CH:24][N:43]5[C:56](=[O:57])[N:55]([CH3:58])[N:54]=[C:22]5[C:21]=4[O:20][C:19]=3[C:30]3[CH:35]=[CH:34][CH:33]=[CH:32][CH:31]=3)=[CH:14][CH:13]=2)[CH2:11][CH2:10][CH2:9]1)([CH3:3])([CH3:4])[CH3:2]. The yield is 0.610. (5) The reactants are Cl[CH2:2][C:3]([NH:5][C:6]1[CH:25]=[CH:24][C:9]2[N:10]=[C:11]([NH:14][CH2:15][C:16]3[CH:21]=[CH:20][CH:19]=[CH:18][C:17]=3[O:22][CH3:23])[O:12][CH2:13][C:8]=2[CH:7]=1)=[O:4].[OH:26][CH2:27][CH2:28][N:29]1[CH2:34][CH2:33][NH:32][CH2:31][CH2:30]1. The catalyst is C(#N)C. The product is [OH:26][CH2:27][CH2:28][N:29]1[CH2:34][CH2:33][N:32]([CH2:2][C:3]([NH:5][C:6]2[CH:25]=[CH:24][C:9]3[N:10]=[C:11]([NH:14][CH2:15][C:16]4[CH:21]=[CH:20][CH:19]=[CH:18][C:17]=4[O:22][CH3:23])[O:12][CH2:13][C:8]=3[CH:7]=2)=[O:4])[CH2:31][CH2:30]1. The yield is 0.790. (6) The yield is 0.360. The product is [Cl:36][C:30]1[CH:31]=[C:32]([Cl:35])[CH:33]=[CH:34][C:29]=1[C:27]1[N:28]=[C:24]([CH2:23][C:20]2[CH:21]=[CH:22][C:17]([C:14]3[CH:15]=[CH:16][C:11]([O:10][C:8]4[CH:7]=[CH:6][C:5]([NH:39][S:42]([CH3:41])(=[O:44])=[O:43])=[C:4]([CH:9]=4)[C:3]([OH:2])=[O:40])=[CH:12][CH:13]=3)=[CH:18][CH:19]=2)[N:25]([CH2:37][CH3:38])[CH:26]=1. The reactants are C[O:2][C:3](=[O:40])[C:4]1[CH:9]=[C:8]([O:10][C:11]2[CH:16]=[CH:15][C:14]([C:17]3[CH:22]=[CH:21][C:20]([CH2:23][C:24]4[N:25]([CH2:37][CH3:38])[CH:26]=[C:27]([C:29]5[CH:34]=[CH:33][C:32]([Cl:35])=[CH:31][C:30]=5[Cl:36])[N:28]=4)=[CH:19][CH:18]=3)=[CH:13][CH:12]=2)[CH:7]=[CH:6][C:5]=1[NH2:39].[CH3:41][S:42](Cl)(=[O:44])=[O:43].CCN(C(C)C)C(C)C. No catalyst specified. (7) The reactants are [S:1]1[CH:5]=[C:4]([C:6]([OH:8])=[O:7])[C:3]([C:9]([OH:11])=[O:10])=[CH:2]1.Cl[Si](C)(C)C.[CH3:17][CH:18]([CH3:21])[CH2:19]O. No catalyst specified. The product is [S:1]1[CH:5]=[C:4]([C:6]([O:8][CH2:17][CH:18]([CH3:21])[CH3:19])=[O:7])[C:3]([C:9]([O:11][CH2:2][CH:3]([CH3:9])[CH3:4])=[O:10])=[CH:2]1. The yield is 0.950.